Dataset: Forward reaction prediction with 1.9M reactions from USPTO patents (1976-2016). Task: Predict the product of the given reaction. (1) Given the reactants FC(F)(F)C([N:5]1[CH2:11][CH2:10][C:9]2[C:12]([I:20])=[CH:13][C:14]([S:16](F)(=[O:18])=[O:17])=[CH:15][C:8]=2[CH2:7][CH2:6]1)=O.[F:23][C:24]1[CH:29]=[CH:28][C:27]([Mg]Cl)=[CH:26][CH:25]=1.C(C(C(C([O-])=O)O)O)([O-])=O.[K+].[Na+], predict the reaction product. The product is: [F:23][C:24]1[CH:29]=[CH:28][C:27]([S:16]([C:14]2[CH:13]=[C:12]([I:20])[C:9]3[CH2:10][CH2:11][NH:5][CH2:6][CH2:7][C:8]=3[CH:15]=2)(=[O:17])=[O:18])=[CH:26][CH:25]=1. (2) Given the reactants [F:1][C:2]([F:19])([F:18])[C:3]1[CH:4]=[C:5]([CH2:13][C:14]([O:16][CH3:17])=[O:15])[CH:6]=[C:7]([C:9]([F:12])([F:11])[F:10])[CH:8]=1.C=O.[C:22](=O)([O-])[OH:23].[Na+].O, predict the reaction product. The product is: [OH:23][CH2:22][CH:13]([C:5]1[CH:4]=[C:3]([C:2]([F:18])([F:19])[F:1])[CH:8]=[C:7]([C:9]([F:11])([F:12])[F:10])[CH:6]=1)[C:14]([O:16][CH3:17])=[O:15]. (3) The product is: [C:16]1([S:10][P:8]2(=[S:9])[S:11][P:12]([S:14][C:16]3[CH:21]=[CH:20][CH:19]=[CH:18][CH:17]=3)(=[S:13])[S:15]2)[CH:21]=[CH:20][CH:19]=[CH:18][CH:17]=1. Given the reactants [S].P12([S:14][P:12]3([S:15]P(S[P:8]([S:11]3)([S:10]1)=[S:9])(=S)S2)=[S:13])=S.[CH:16]1[CH:21]=[CH:20][C:19](S)=[CH:18][CH:17]=1, predict the reaction product.